From a dataset of Reaction yield outcomes from USPTO patents with 853,638 reactions. Predict the reaction yield, written as a fraction of the theoretical maximum amount of product (1.0 means a 100% yield; for example, 0.34 means a 34% yield). (1) The reactants are [Cl:1][C:2]1[N:3]=[C:4]([N:13]2[CH2:18][CH2:17][O:16][CH2:15][CH2:14]2)[C:5]2[S:10][C:9]([CH:11]=O)=[N:8][C:6]=2[N:7]=1.[C:19]([O:23][C:24]([N:26]1[CH2:33][CH:32]2[CH:28]([CH2:29][NH:30][CH2:31]2)[CH2:27]1)=[O:25])([CH3:22])([CH3:21])[CH3:20].C(O[BH-](OC(=O)C)OC(=O)C)(=O)C.[Na+]. The catalyst is ClCCCl. The product is [C:19]([O:23][C:24]([N:26]1[CH2:27][CH:28]2[CH:32]([CH2:31][N:30]([CH2:11][C:9]3[S:10][C:5]4[C:4]([N:13]5[CH2:18][CH2:17][O:16][CH2:15][CH2:14]5)=[N:3][C:2]([Cl:1])=[N:7][C:6]=4[N:8]=3)[CH2:29]2)[CH2:33]1)=[O:25])([CH3:22])([CH3:20])[CH3:21]. The yield is 0.610. (2) The reactants are [F:1][C:2]1[CH:9]=[CH:8][C:5]([CH:6]=O)=[CH:4][CH:3]=1.[CH:10]([NH2:12])=[O:11].Cl[Si](C)(C)C.[C:18]1([CH3:27])[CH:23]=[CH:22][C:21]([S:24]([OH:26])=[O:25])=[CH:20][CH:19]=1. The catalyst is C(#N)C.C1(C)C=CC=CC=1.O.COC(C)(C)C.CO. The product is [C:18]1([CH3:27])[CH:23]=[CH:22][C:21]([S:24]([CH:6]([NH:12][CH:10]=[O:11])[C:5]2[CH:8]=[CH:9][C:2]([F:1])=[CH:3][CH:4]=2)(=[O:26])=[O:25])=[CH:20][CH:19]=1. The yield is 0.900. (3) The reactants are [NH2:1][C:2]1[CH:10]=[C:9]([C:11]([F:14])([F:13])[F:12])[CH:8]=[CH:7][C:3]=1[C:4]([OH:6])=[O:5].S(=O)(=O)(O)O.[CH3:20]O. No catalyst specified. The product is [CH3:20][O:5][C:4](=[O:6])[C:3]1[CH:7]=[CH:8][C:9]([C:11]([F:12])([F:13])[F:14])=[CH:10][C:2]=1[NH2:1]. The yield is 0.750. (4) The catalyst is C1COCC1. The yield is 0.362. The reactants are [CH3:1][C:2]1[S:6][C:5]([C:7]2[CH:12]=[N:11][CH:10]=[CH:9][N:8]=2)=[N:4][C:3]=1[OH:13].[H-].[Na+].C1C=CC(N([S:23]([C:26]([F:29])([F:28])[F:27])(=[O:25])=[O:24])[S:23]([C:26]([F:29])([F:28])[F:27])(=[O:25])=[O:24])=CC=1.O. The product is [CH3:1][C:2]1[S:6][C:5]([C:7]2[CH:12]=[N:11][CH:10]=[CH:9][N:8]=2)=[N:4][C:3]=1[O:13][S:23]([C:26]([F:29])([F:28])[F:27])(=[O:25])=[O:24]. (5) The reactants are C(O[C:4](=[O:21])[CH2:5][C:6]([CH:8]1[CH2:13][CH2:12][N:11]([C:14]([O:16][C:17]([CH3:20])([CH3:19])[CH3:18])=[O:15])[CH2:10][CH2:9]1)=O)C.[F:22][C:23]1[CH:24]=[C:25]2[C:29](=[CH:30][CH:31]=1)[NH:28][N:27]=[C:26]2[NH2:32].P([O-])([O-])([O-])=O.[K+].[K+].[K+].Cl. The catalyst is COCC(O)C.O. The product is [F:22][C:23]1[CH:31]=[CH:30][C:29]2[C:25](=[C:26]3[NH:32][C:6]([CH:8]4[CH2:9][CH2:10][N:11]([C:14]([O:16][C:17]([CH3:18])([CH3:19])[CH3:20])=[O:15])[CH2:12][CH2:13]4)=[CH:5][C:4](=[O:21])[N:27]3[N:28]=2)[CH:24]=1. The yield is 0.180. (6) The reactants are [I:1][C:2]1[C:10]2[C:5](=[CH:6][CH:7]=[C:8]([NH2:11])[CH:9]=2)[N:4]([CH:12]2[CH2:17][CH2:16][CH2:15][CH2:14][O:13]2)[N:3]=1.[CH:18]1([CH:23]([C:27]2[CH:31]=[CH:30][S:29][CH:28]=2)[C:24](O)=[O:25])[CH2:22][CH2:21][CH2:20][CH2:19]1.CN(C(ON1N=NC2C=CC=CC1=2)=[N+](C)C)C.[B-](F)(F)(F)F.CCN(C(C)C)C(C)C. The catalyst is CO.C(Cl)Cl.CN(C=O)C. The product is [CH:18]1([CH:23]([C:27]2[CH:31]=[CH:30][S:29][CH:28]=2)[C:24]([NH:11][C:8]2[CH:9]=[C:10]3[C:5](=[CH:6][CH:7]=2)[N:4]([CH:12]2[CH2:17][CH2:16][CH2:15][CH2:14][O:13]2)[N:3]=[C:2]3[I:1])=[O:25])[CH2:22][CH2:21][CH2:20][CH2:19]1. The yield is 0.970. (7) The reactants are [NH2:1][C:2]1[CH:7]=[CH:6][C:5]([CH2:8][CH2:9][C:10]2[CH:15]=[C:14]([C:16]([CH3:19])([CH3:18])[CH3:17])[CH:13]=[C:12]([C:20]3[C:21]([O:26][CH3:27])=[N:22][CH:23]=[CH:24][CH:25]=3)[C:11]=2[OH:28])=[CH:4][CH:3]=1.[CH3:29][S:30](Cl)(=[O:32])=[O:31]. The catalyst is N1C=CC=CC=1.CCOC(C)=O. The product is [C:16]([C:14]1[CH:13]=[C:12]([C:20]2[C:21]([O:26][CH3:27])=[N:22][CH:23]=[CH:24][CH:25]=2)[C:11]([OH:28])=[C:10]([CH2:9][CH2:8][C:5]2[CH:6]=[CH:7][C:2]([NH:1][S:30]([CH3:29])(=[O:32])=[O:31])=[CH:3][CH:4]=2)[CH:15]=1)([CH3:19])([CH3:17])[CH3:18]. The yield is 0.610. (8) The reactants are [Cl:1][C:2]1[CH:7]=[CH:6][C:5]([N:8]=[C:9]=[O:10])=[CH:4][C:3]=1[C:11]([F:14])([F:13])[F:12].[F:15][C:16]1[CH:21]=[C:20]([O:22][C:23]2[CH:28]=[CH:27][N:26]=[C:25]([S:29][CH3:30])[N:24]=2)[CH:19]=[CH:18][C:17]=1[NH2:31]. The catalyst is C1COCC1. The product is [Cl:1][C:2]1[CH:7]=[CH:6][C:5]([NH:8][C:9]([NH:31][C:17]2[CH:18]=[CH:19][C:20]([O:22][C:23]3[CH:28]=[CH:27][N:26]=[C:25]([S:29][CH3:30])[N:24]=3)=[CH:21][C:16]=2[F:15])=[O:10])=[CH:4][C:3]=1[C:11]([F:12])([F:13])[F:14]. The yield is 0.400. (9) The reactants are C(OC([N:8]1[CH2:12][CH2:11][C@@H:10]([N:13]2[C:17]3[N:18]=[CH:19][N:20]=[C:21]([NH2:22])[C:16]=3[C:15]([C:23]3[CH:28]=[CH:27][C:26]([O:29][C:30]4[CH:35]=[CH:34][CH:33]=[CH:32][CH:31]=4)=[CH:25][CH:24]=3)=[CH:14]2)[CH2:9]1)=O)(C)(C)C.C(O)(C(F)(F)F)=O.[N:43]([O-:45])=[O:44].[Na+]. No catalyst specified. The product is [N+:43]([C:14]1[N:13]([C@@H:10]2[CH2:11][CH2:12][NH:8][CH2:9]2)[C:17]2[N:18]=[CH:19][N:20]=[C:21]([NH2:22])[C:16]=2[C:15]=1[C:23]1[CH:24]=[CH:25][C:26]([O:29][C:30]2[CH:31]=[CH:32][CH:33]=[CH:34][CH:35]=2)=[CH:27][CH:28]=1)([O-:45])=[O:44]. The yield is 1.00.